From a dataset of Experimentally validated miRNA-target interactions with 360,000+ pairs, plus equal number of negative samples. Binary Classification. Given a miRNA mature sequence and a target amino acid sequence, predict their likelihood of interaction. (1) The miRNA is hsa-miR-4471 with sequence UGGGAACUUAGUAGAGGUUUAA. The protein sequence of the target gene is MPAGRRGPAAQSARRPPPLLPLLLLLCVLGAPRAGSGAHTAVISPQDPTLLIGSSLLATCSVHGDPPGATAEGLYWTLNGRRLPPELSRVLNASTLALALANLNGSRQRSGDNLVCHARDGSILAGSCLYVGLPPEKPVNISCWSKNMKDLTCRWTPGAHGETFLHTNYSLKYKLRWYGQDNTCEEYHTVGPHSCHIPKDLALFTPYEIWVEATNRLGSARSDVLTLDILDVVTTDPPPDVHVSRVGGLEDQLSVRWVSPPALKDFLFQAKYQIRYRVEDSVDWKVVDDVSNQTSCRLAG.... Result: 0 (no interaction). (2) The miRNA is hsa-miR-151a-3p with sequence CUAGACUGAAGCUCCUUGAGG. The protein sequence of the target gene is MAAPRWSASGPWIRGNGQGCGSLFTLVSKPFCAAAAASTAINAQRLAEKLRAQKREQDTKKEPVSTNAVQRRVQEIVRFTRQLQRVHPNVLAKALTRGILHQDKNLVVINKPYGLPVHGGPGVQLCITDVLPILAKMLHGHKAEPLHLCHRLDKETTGVMVLAWDKDMAHQVQELFRTRQVVKKYWAITVHVPMPSAGVVDIPIVEKEAQGQQQHHKMTLSPSYRMDDGKMVKVRRSRNAQVAVTQYQVLSSTLSSALVELQPITGIKHQLRVHLSFGLDCPILGDHKYSDWNRLAPQKL.... Result: 1 (interaction). (3) Result: 0 (no interaction). The miRNA is mmu-miR-378b with sequence CUGGACUUGGAGUCAGAAGA. The protein sequence of the target gene is MNAARTGYRVFSANSTAACTELAKRITERLGAELGKSVVYQETNGETRVEIKESVRGQDIFIIQTIPRDVNTAVMELLIMAYALKTACARNIIGVIPYFPYSKQSKMRKRGSIVCKLLASMLAKAGLTHIITMDLHQKEIQGFFSFPVDNLRASPFLLQYIQEEIPNYRNAVIVAKSPDAAKRAQSYAERLRLGLAVIHGEAQCTELDMDDGRHSPPMVKNATVHPGLELPLMMAKEKPPITVVGDVGGRIAIIVDDIIDDVESFVAAAEILKERGAYKIYVMATHGILSAEAPRLIEES.... (4) The miRNA is hsa-miR-4736 with sequence AGGCAGGUUAUCUGGGCUG. The protein sequence of the target gene is MAENHCELLPPAPSGLGAGLGGGLCRRCSAGMGALAQRPGGVSKWVRLNVGGTYFLTTRQTLCRDPKSFLYRLCQADPDLDSDKDETGAYLIDRDPTYFGPVLNYLRHGKLVINKDLAEEGVLEEAEFYNITSLIKLVKDKIRERDSRISQMPVKHVYRVLQCQEEELTQMVSTMSDGWKFEQLVSIGSSYNYGNEDQAEFLCVVSKELHNTPYGTTSEPSEKAKILQERGSRM. Result: 0 (no interaction). (5) The miRNA is mmu-miR-335-3p with sequence UUUUUCAUUAUUGCUCCUGACC. The protein sequence of the target gene is MAANSSVVSVAAAATAVPGVSTVADFSDLQEIKKQLLLIAGLTRERGLLHSSKWSAELAFSLPALPLSELQPPPPLTEEDAQDVDAYTLAKAYFDVKEYDRAAHFLHGCNSKKAYFLYMYSRYLSGEKKKDDETVDSLGPLEKGQVKNEALRELRVELSRKHQARGLDGFGLYLYGVVLRKLDLVKEAIDVFVEATHVLPLHWGAWLELCNLITDKEMLKFLSLPDTWMKEFFLAHIYTELQLIEEALQKYQHLIDVGFSKSSYIVSQIAVAYHNIRDIDKALSIFNELRKQDPYRIENM.... Result: 1 (interaction).